Predict the reaction yield, written as a fraction of the theoretical maximum amount of product (1.0 means a 100% yield; for example, 0.34 means a 34% yield). From a dataset of Reaction yield outcomes from USPTO patents with 853,638 reactions. The reactants are [BH4-].[Na+].[CH2:3]([O:10][C:11]1[CH:16]=[CH:15][C:14]([C:17]2[C:26]3[C:21](=[CH:22][CH:23]=[CH:24][CH:25]=3)[CH2:20][CH2:19][N:18]=2)=[CH:13][CH:12]=1)[C:4]1[CH:9]=[CH:8][CH:7]=[CH:6][CH:5]=1. The catalyst is CO. The product is [CH2:3]([O:10][C:11]1[CH:16]=[CH:15][C:14]([CH:17]2[C:26]3[C:21](=[CH:22][CH:23]=[CH:24][CH:25]=3)[CH2:20][CH2:19][NH:18]2)=[CH:13][CH:12]=1)[C:4]1[CH:5]=[CH:6][CH:7]=[CH:8][CH:9]=1. The yield is 0.990.